This data is from Forward reaction prediction with 1.9M reactions from USPTO patents (1976-2016). The task is: Predict the product of the given reaction. (1) Given the reactants [CH:1]1([CH2:6][O:7][C:8]2[CH:13]=[N:12][NH:11][C:10](=[O:14])[CH:9]=2)[CH2:5][CH2:4][CH2:3][CH2:2]1.[H-].[Na+].[CH3:17][O:18][C:19](=[O:28])[CH:20](Br)[CH2:21][CH:22]1[CH2:26][CH2:25][CH2:24][CH2:23]1, predict the reaction product. The product is: [CH3:17][O:18][C:19](=[O:28])[CH:20]([N:11]1[C:10](=[O:14])[CH:9]=[C:8]([O:7][CH2:6][CH:1]2[CH2:2][CH2:3][CH2:4][CH2:5]2)[CH:13]=[N:12]1)[CH2:21][CH:22]1[CH2:23][CH2:24][CH2:25][CH2:26]1. (2) Given the reactants [NH2:1][C@H:2]1[CH2:7][CH2:6][C@@H:5]([N:8]([CH:10]([CH3:12])[CH3:11])[CH3:9])[CH2:4][C@H:3]1[CH2:13][C:14]#[N:15].C(N(C(C)C)CC)(C)C.[F:25][C:26]([F:41])([F:40])[C:27]1[CH:28]=[C:29]([CH:37]=[CH:38][CH:39]=1)[C:30]([NH:32][CH2:33][C:34](O)=[O:35])=[O:31].F[B-](F)(F)F.N1(OC(N(C)C)=[N+](C)C)C2C=CC=CC=2N=N1, predict the reaction product. The product is: [C:14]([CH2:13][C@@H:3]1[CH2:4][C@H:5]([N:8]([CH:10]([CH3:12])[CH3:11])[CH3:9])[CH2:6][CH2:7][C@@H:2]1[NH:1][C:34](=[O:35])[CH2:33][NH:32][C:30](=[O:31])[C:29]1[CH:37]=[CH:38][CH:39]=[C:27]([C:26]([F:25])([F:41])[F:40])[CH:28]=1)#[N:15]. (3) The product is: [N:1]1([CH2:7][C:8]2[CH:13]=[CH:12][C:11]([C:14]3[NH:22][C:21]4=[N:20][CH:19]=[CH:18][C:17]([C:23]([NH:38][C:39]5[CH:40]=[N:41][CH:42]=[CH:43][CH:44]=5)=[O:25])=[C:16]4[N:15]=3)=[CH:10][CH:9]=2)[CH2:6][CH2:5][O:4][CH2:3][CH2:2]1. Given the reactants [N:1]1([CH2:7][C:8]2[CH:13]=[CH:12][C:11]([C:14]3[NH:22][C:21]4[C:16](=[C:17]([C:23]([O:25]C)=O)[CH:18]=[CH:19][N:20]=4)[N:15]=3)=[CH:10][CH:9]=2)[CH2:6][CH2:5][O:4][CH2:3][CH2:2]1.[OH-].[Li+].CCN(C(C)C)C(C)C.[NH2:38][C:39]1[CH:40]=[N:41][CH:42]=[CH:43][CH:44]=1, predict the reaction product. (4) Given the reactants C(N1C(C2SC3CCOC4C=C(C5CN([CH2:27][CH2:28][O:29][CH:30]6[CH2:35][CH2:34][CH2:33][CH2:32][O:31]6)C5)C=CC=4C=3N=2)=NC=N1)(C)C.[NH:36]1[CH2:39][CH:38]([C:40]2[CH:41]=[CH:42][C:43]3[O:52][CH2:51][CH2:50][C:49]4[S:48][C:47]([C:53]5[N:54]([CH:58]([CH3:60])[CH3:59])[N:55]=[CH:56][N:57]=5)=[N:46][C:45]=4[C:44]=3[CH:61]=2)[CH2:37]1.[I-].[K+], predict the reaction product. The product is: [CH:58]([N:54]1[C:53]([C:47]2[S:48][C:49]3[CH2:50][CH2:51][O:52][C:43]4[CH:42]=[CH:41][C:40]([CH:38]5[CH2:39][N:36]([CH2:27][CH2:28][O:29][CH:30]6[CH2:35][CH2:34][CH2:33][CH2:32][O:31]6)[CH2:37]5)=[CH:61][C:44]=4[C:45]=3[N:46]=2)=[N:57][CH:56]=[N:55]1)([CH3:59])[CH3:60]. (5) Given the reactants [Cl:1][C:2]1[C:3](/[CH:28]=[CH:29]/[C:30]2[CH:35]=[CH:34][C:33]([O:36][CH3:37])=[CH:32][C:31]=2[CH3:38])=[C:4]([C:8]2[N:13]=[C:12]([N:14]3[C:18]([C:19]([F:22])([F:21])[F:20])=[C:17]([C:23]([O:25][CH2:26][CH3:27])=[O:24])[CH:16]=[N:15]3)[CH:11]=[CH:10][CH:9]=2)[CH:5]=[CH:6][CH:7]=1, predict the reaction product. The product is: [Cl:1][C:2]1[C:3]([CH2:28][CH2:29][C:30]2[CH:35]=[CH:34][C:33]([O:36][CH3:37])=[CH:32][C:31]=2[CH3:38])=[C:4]([C:8]2[N:13]=[C:12]([N:14]3[C:18]([C:19]([F:22])([F:21])[F:20])=[C:17]([C:23]([O:25][CH2:26][CH3:27])=[O:24])[CH:16]=[N:15]3)[CH:11]=[CH:10][CH:9]=2)[CH:5]=[CH:6][CH:7]=1. (6) Given the reactants C(OC([NH:8][C@@H:9]([CH2:44][CH2:45][CH2:46][CH2:47][NH:48]C(OC(C)(C)C)=O)[C:10]([O:12][C@@H:13]1[CH2:29][C:28]2[C@@:16]([CH3:43])([CH:17]3[CH:25]([CH2:26][CH:27]=2)[CH:24]2[C@@:20]([CH3:42])([C@@H:21]([C:30]4[N:31]=[N:32][N:33]([CH2:35][C:36]5[CH:41]=[CH:40][CH:39]=[CH:38][CH:37]=5)[CH:34]=4)[CH2:22][CH2:23]2)[CH2:19][CH2:18]3)[CH2:15][CH2:14]1)=[O:11])=O)(C)(C)C, predict the reaction product. The product is: [NH2:8][C@@H:9]([CH2:44][CH2:45][CH2:46][CH2:47][NH2:48])[C:10]([O:12][C@@H:13]1[CH2:29][C:28]2[C@@:16]([CH3:43])([CH:17]3[CH:25]([CH2:26][CH:27]=2)[CH:24]2[C@@:20]([CH3:42])([C@@H:21]([C:30]4[N:31]=[N:32][N:33]([CH2:35][C:36]5[CH:37]=[CH:38][CH:39]=[CH:40][CH:41]=5)[CH:34]=4)[CH2:22][CH2:23]2)[CH2:19][CH2:18]3)[CH2:15][CH2:14]1)=[O:11]. (7) Given the reactants [CH:1]1[C:11]2[CH2:10][CH2:9][C:8]3[CH:12]=[CH:13][CH:14]=[CH:15][C:7]=3[C:6](=[C:16]3[CH2:21][CH2:20][CH:19]([NH:22]C(=O)OCC4C=CC=CC=4)[CH2:18][CH2:17]3)[C:5]=2[CH:4]=[CH:3][CH:2]=1, predict the reaction product. The product is: [CH:12]1[C:8]2[CH2:9][CH2:10][C:11]3[CH:1]=[CH:2][CH:3]=[CH:4][C:5]=3[C:6](=[C:16]3[CH2:17][CH2:18][CH:19]([NH2:22])[CH2:20][CH2:21]3)[C:7]=2[CH:15]=[CH:14][CH:13]=1. (8) Given the reactants [ClH:1].C(OC([N:9]1[C@H:14]([C:15]2[NH:16][C:17]([C:20]3[CH:21]=[C:22]4[C:27](=[CH:28][CH:29]=3)[CH:26]=[C:25]([C:30]3[CH:35]=[CH:34][C:33]([C:36]5[NH:40][C:39]([C@@H:41]6[CH2:46][C@@H:45]7[C@@H:43]([CH2:44]7)[N:42]6[C:47]([O:49][CH2:50][C:51]6[CH:56]=[CH:55][CH:54]=[CH:53][CH:52]=6)=[O:48])=[N:38][CH:37]=5)=[CH:32][CH:31]=3)[CH:24]=[CH:23]4)=[CH:18][N:19]=2)[CH2:13][C@@H:12]2[C@H:10]1[CH2:11]2)=O)(C)(C)C, predict the reaction product. The product is: [ClH:1].[C@@H:10]12[CH2:11][C@@H:12]1[CH2:13][C@@H:14]([C:15]1[NH:16][C:17]([C:20]3[CH:21]=[C:22]4[C:27](=[CH:28][CH:29]=3)[CH:26]=[C:25]([C:30]3[CH:31]=[CH:32][C:33]([C:36]5[NH:40][C:39]([C@@H:41]6[CH2:46][C@@H:45]7[C@@H:43]([CH2:44]7)[N:42]6[C:47]([O:49][CH2:50][C:51]6[CH:52]=[CH:53][CH:54]=[CH:55][CH:56]=6)=[O:48])=[N:38][CH:37]=5)=[CH:34][CH:35]=3)[CH:24]=[CH:23]4)=[CH:18][N:19]=1)[NH:9]2. (9) Given the reactants [Cl:1][C:2]1[C:9]([CH3:10])=[C:8](I)[CH:7]=[CH:6][C:3]=1[C:4]#[N:5].[CH2:12]([CH:14]1[NH:18][C:17](=[O:19])[C:16]([CH3:21])([CH3:20])[C:15]1=[O:22])[CH3:13].C(=O)([O-])[O-].[Cs+].[Cs+].C1(P(C2C=CC=CC=2)C2C3OC4C(=CC=CC=4P(C4C=CC=CC=4)C4C=CC=CC=4)C(C)(C)C=3C=CC=2)C=CC=CC=1, predict the reaction product. The product is: [Cl:1][C:2]1[C:9]([CH3:10])=[C:8]([N:18]2[CH:14]([CH2:12][CH3:13])[C:15](=[O:22])[C:16]([CH3:21])([CH3:20])[C:17]2=[O:19])[CH:7]=[CH:6][C:3]=1[C:4]#[N:5]. (10) Given the reactants C([O:4][CH2:5][CH2:6][CH2:7][CH2:8][CH2:9][CH2:10][CH:11]1[C:20]2[C:16]3=[C:17]([C:21](=[O:25])[N:22]([CH3:24])[CH:23]=[C:15]3[C:14]3[CH:26]=[C:27]([CH2:30][S:31]([CH3:34])(=[O:33])=[O:32])[CH:28]=[CH:29][C:13]=3[N:12]1[C:35]1[CH:40]=[CH:39][C:38]([F:41])=[CH:37][C:36]=1[F:42])[NH:18][CH:19]=2)(=O)C.O.[OH-].[Li+].O, predict the reaction product. The product is: [F:42][C:36]1[CH:37]=[C:38]([F:41])[CH:39]=[CH:40][C:35]=1[N:12]1[CH:11]([CH2:10][CH2:9][CH2:8][CH2:7][CH2:6][CH2:5][OH:4])[C:20]2[C:16]3=[C:17]([C:21](=[O:25])[N:22]([CH3:24])[CH:23]=[C:15]3[C:14]3[CH:26]=[C:27]([CH2:30][S:31]([CH3:34])(=[O:32])=[O:33])[CH:28]=[CH:29][C:13]1=3)[NH:18][CH:19]=2.